Dataset: Catalyst prediction with 721,799 reactions and 888 catalyst types from USPTO. Task: Predict which catalyst facilitates the given reaction. (1) Reactant: [Cl:1][C:2]1[CH:7]=[C:6](I)[CH:5]=[CH:4][N:3]=1.C([Mg]Cl)(C)C.[O:14]1[CH2:17][C:16](=[O:18])[CH2:15]1. Product: [Cl:1][C:2]1[CH:7]=[C:6]([C:16]2([OH:18])[CH2:17][O:14][CH2:15]2)[CH:5]=[CH:4][N:3]=1. The catalyst class is: 220. (2) Reactant: [CH:1]([C@:4]1([C:16]([N:18]2[CH2:23][CH:22]=[C:21]([C:24]3[CH:29]=[CH:28][CH:27]=[C:26]([C:30]([F:33])([F:32])[F:31])[CH:25]=3)[CH2:20][CH2:19]2)=[O:17])[CH2:8][CH2:7][C@@H:6]([NH:9][CH:10]2[CH2:15][CH2:14][O:13][CH2:12][CH2:11]2)[CH2:5]1)([CH3:3])[CH3:2]. Product: [CH:1]([C@:4]1([C:16]([N:18]2[CH2:19][CH2:20][CH:21]([C:24]3[CH:29]=[CH:28][CH:27]=[C:26]([C:30]([F:33])([F:32])[F:31])[CH:25]=3)[CH2:22][CH2:23]2)=[O:17])[CH2:8][CH2:7][C@@H:6]([NH:9][CH:10]2[CH2:11][CH2:12][O:13][CH2:14][CH2:15]2)[CH2:5]1)([CH3:3])[CH3:2]. The catalyst class is: 19. (3) Reactant: [NH2:1][C:2]1[C:7]([F:8])=[CH:6][N:5]=[C:4]([O:9][CH2:10][C:11]2[CH:12]=[C:13]([CH:16]=[CH:17][CH:18]=2)[C:14]#[N:15])[N:3]=1.[F:19][C:20]1[CH:29]=[CH:28][CH:27]=[CH:26][C:21]=1[CH2:22][N:23]=[C:24]=[O:25].[Li+].C[Si]([N-][Si](C)(C)C)(C)C.[NH4+].[Cl-]. Product: [C:14]([C:13]1[CH:12]=[C:11]([CH:18]=[CH:17][CH:16]=1)[CH2:10][O:9][C:4]1[N:3]=[C:2]([NH:1][C:24]([NH:23][CH2:22][C:21]2[CH:26]=[CH:27][CH:28]=[CH:29][C:20]=2[F:19])=[O:25])[C:7]([F:8])=[CH:6][N:5]=1)#[N:15]. The catalyst class is: 3. (4) Reactant: Cl[C:2]1[CH:7]=[CH:6][N:5]=[C:4]2[NH:8][CH:9]=[CH:10][C:3]=12.[I-:11].[Na+].C(Cl)(=O)C. Product: [I:11][C:2]1[CH:7]=[CH:6][N:5]=[C:4]2[NH:8][CH:9]=[CH:10][C:3]=12. The catalyst class is: 10. (5) Reactant: [CH3:1][Si:2]([C:5]#[CH:6])([CH3:4])[CH3:3].C([Li])CCC.[O:12]1[C:16]2([CH2:21][CH2:20][C:19](=[O:22])[CH2:18][CH2:17]2)[O:15][CH2:14][CH2:13]1. Product: [CH3:1][Si:2]([C:5]#[C:6][C:19]1([OH:22])[CH2:20][CH2:21][C:16]2([O:15][CH2:14][CH2:13][O:12]2)[CH2:17][CH2:18]1)([CH3:4])[CH3:3]. The catalyst class is: 323. (6) Reactant: [O:1]1[C:5]2[CH:6]=[CH:7][C:8]([CH:10]3[CH:15]([C:16]([O:18]CC)=[O:17])C(O)(C)CC(=O)[CH:11]3[C:24]([O:26]CC)=[O:25])=[CH:9][C:4]=2[O:3][CH2:2]1.[OH-].[Na+]. Product: [O:1]1[C:5]2[CH:6]=[CH:7][C:8]([CH:10]([CH2:11][C:24]([OH:26])=[O:25])[CH2:15][C:16]([OH:18])=[O:17])=[CH:9][C:4]=2[O:3][CH2:2]1. The catalyst class is: 8.